Task: Predict the reaction yield, written as a fraction of the theoretical maximum amount of product (1.0 means a 100% yield; for example, 0.34 means a 34% yield).. Dataset: Reaction yield outcomes from USPTO patents with 853,638 reactions (1) The reactants are [CH:1]([C:4]1[CH:9]=[CH:8][CH:7]=[CH:6][C:5]=1[NH:10][C:11]([NH2:13])=[S:12])([CH3:3])[CH3:2].[CH2:14]([I:16])[CH3:15]. The catalyst is CCO. The product is [IH:16].[CH2:14]([S:12][C:11](=[NH:13])[NH:10][C:5]1[CH:6]=[CH:7][CH:8]=[CH:9][C:4]=1[CH:1]([CH3:3])[CH3:2])[CH3:15]. The yield is 0.780. (2) The yield is 0.300. The catalyst is CC(O)C. The reactants are [Cl:1][C:2]1[CH:3]=[C:4]([CH2:9][C@H:10]2[CH2:15][C@H:14]([N:16]3[CH2:21][CH2:20][N:19]([CH2:22][C:23]([NH:25][C:26]4[C:31]([CH3:32])=[CH:30][CH:29]=[CH:28][C:27]=4[CH3:33])=[O:24])[CH2:18][CH2:17]3)[CH2:13][CH2:12][N:11]2C(OCC)=O)[CH:5]=[CH:6][C:7]=1[Cl:8].[OH-].[K+]. The product is [Cl:1][C:2]1[CH:3]=[C:4]([CH2:9][C@H:10]2[CH2:15][C@H:14]([N:16]3[CH2:21][CH2:20][N:19]([CH2:22][C:23]([NH:25][C:26]4[C:27]([CH3:33])=[CH:28][CH:29]=[CH:30][C:31]=4[CH3:32])=[O:24])[CH2:18][CH2:17]3)[CH2:13][CH2:12][NH:11]2)[CH:5]=[CH:6][C:7]=1[Cl:8]. (3) The reactants are [Cl:1][C:2]1[N:10](CC=C)[C:9]2[C:8](=[O:14])[NH:7][C:6](=[O:15])[N:5]([CH2:16][CH2:17][CH2:18][CH2:19][F:20])[C:4]=2[N:3]=1.C(O)(=O)C.C1([SiH3])C=CC=CC=1. The catalyst is C(Cl)Cl.C1C=CC([P]([Pd]([P](C2C=CC=CC=2)(C2C=CC=CC=2)C2C=CC=CC=2)([P](C2C=CC=CC=2)(C2C=CC=CC=2)C2C=CC=CC=2)[P](C2C=CC=CC=2)(C2C=CC=CC=2)C2C=CC=CC=2)(C2C=CC=CC=2)C2C=CC=CC=2)=CC=1. The product is [Cl:1][C:2]1[NH:10][C:9]2[C:8](=[O:14])[NH:7][C:6](=[O:15])[N:5]([CH2:16][CH2:17][CH2:18][CH2:19][F:20])[C:4]=2[N:3]=1. The yield is 0.430. (4) The reactants are [P:1]([O:13][CH2:14][CH2:15][NH:16][CH2:17]C)([O:8][C:9]([CH3:12])([CH3:11])[CH3:10])([O:3][C:4]([CH3:7])([CH3:6])[CH3:5])=[O:2].C(OP(OCCN(C)C(=O)OCC1C=CC=CC=1)(OC(C)(C)C)=O)(C)(C)C. No catalyst specified. The product is [P:1]([O:13][CH2:14][CH2:15][NH:16][CH3:17])([O:3][C:4]([CH3:5])([CH3:6])[CH3:7])([O:8][C:9]([CH3:10])([CH3:11])[CH3:12])=[O:2]. The yield is 0.950. (5) The reactants are Cl[C:2]1[CH:7]=[C:6]([N:8]2[CH2:13][CH2:12][N:11]([CH3:14])[CH2:10][CH2:9]2)[N:5]=[C:4]([NH2:15])[N:3]=1.[Br-].[CH:17]12[CH2:26][CH:21]3[CH2:22][CH:23]([CH2:25][CH:19]([CH2:20]3)[CH:18]1[Zn+])[CH2:24]2. The catalyst is C1COCC1.C1C=CC(P(C2C=CC=CC=2)[C-]2C=CC=C2)=CC=1.C1C=CC(P(C2C=CC=CC=2)[C-]2C=CC=C2)=CC=1.Cl[Pd]Cl.[Fe+2]. The product is [CH:17]12[CH2:26][CH:21]3[CH2:22][CH:23]([CH2:25][CH:19]([CH2:20]3)[CH:18]1[C:2]1[CH:7]=[C:6]([N:8]3[CH2:13][CH2:12][N:11]([CH3:14])[CH2:10][CH2:9]3)[N:5]=[C:4]([NH2:15])[N:3]=1)[CH2:24]2. The yield is 0.150. (6) The reactants are [CH3:1][N:2]1[CH:6]=[C:5]([NH:7][C:8]([NH2:10])=[NH:9])[CH:4]=[N:3]1.[C:11]([CH:13]([CH2:19][CH:20](OCC)OCC)[C:14](OCC)=[O:15])#[N:12].CO[Na].CO.Cl.[OH-].[Na+]. The catalyst is CCO.CO. The product is [CH3:1][N:2]1[CH:6]=[C:5]([NH:7][C:8]2[N:10]=[C:14]([OH:15])[C:13]3[CH:19]=[CH:20][NH:12][C:11]=3[N:9]=2)[CH:4]=[N:3]1. The yield is 0.435. (7) The reactants are [CH2:1]1[CH2:10][O:9][C:8]2[CH:7]=[CH:6][C:5]([NH:11][C:12]3[C:17]([F:18])=[CH:16][N:15]=[C:14]([NH:19][C:20]4[CH:25]=[CH:24][CH:23]=[C:22](O)[CH:21]=4)[N:13]=3)=[CH:4][C:3]=2[O:2]1.ClC1N=C(NC2C=CC3OCCOC=3C=2)C(F)=CN=1.[CH2:46]([N:53]1[CH2:58][CH2:57][N:56](C2C=CC(N)=CC=2)[CH2:55][CH2:54]1)[C:47]1[CH:52]=[CH:51][CH:50]=[CH:49][CH:48]=1. No catalyst specified. The product is [CH2:46]([N:53]1[CH2:58][CH2:57][N:56]([C:23]2[CH:22]=[CH:21][C:20]([NH:19][C:14]3[N:13]=[C:12]([NH:11][C:5]4[CH:6]=[CH:7][C:8]5[O:9][CH2:10][CH2:1][O:2][C:3]=5[CH:4]=4)[C:17]([F:18])=[CH:16][N:15]=3)=[CH:25][CH:24]=2)[CH2:55][CH2:54]1)[C:47]1[CH:48]=[CH:49][CH:50]=[CH:51][CH:52]=1. The yield is 0.330.